Task: Predict the product of the given reaction.. Dataset: Forward reaction prediction with 1.9M reactions from USPTO patents (1976-2016) (1) The product is: [N:1]1[N:2]=[C:3]([C:10]2[CH:19]=[CH:18][C:17]3[C:12](=[C:13]([O:20][CH2:21][C:22]4([O:36][CH3:38])[CH2:28][CH2:27][CH2:26][N:25]([C:29]([O:31][C:32]([CH3:33])([CH3:35])[CH3:34])=[O:30])[CH2:24][CH2:23]4)[CH:14]=[CH:15][CH:16]=3)[N:11]=2)[N:4]2[CH:9]=[CH:8][CH:7]=[CH:6][C:5]=12. Given the reactants [N:1]1[N:2]=[C:3]([C:10]2[CH:19]=[CH:18][C:17]3[C:12](=[C:13]([O:20][CH2:21][C:22]4([OH:36])[CH2:28][CH2:27][CH2:26][N:25]([C:29]([O:31][C:32]([CH3:35])([CH3:34])[CH3:33])=[O:30])[CH2:24][CH2:23]4)[CH:14]=[CH:15][CH:16]=3)[N:11]=2)[N:4]2[CH:9]=[CH:8][CH:7]=[CH:6][C:5]=12.I[CH3:38].[H-].[Na+], predict the reaction product. (2) Given the reactants [Cl-].[In+3].[Cl-].[Cl-].FC(F)(F)C(O)=O.[Cl:12][C:13]1[CH:18]=[CH:17][C:16]([CH:19](O)[CH:20]2[CH2:22][CH:21]2[C:23]#[N:24])=[CH:15][CH:14]=1.[F:26][C:27]1[CH:28]=[C:29]2[C:33](=[C:34]([CH2:36][S:37]([CH3:40])(=[O:39])=[O:38])[CH:35]=1)[NH:32][CH:31]=[CH:30]2, predict the reaction product. The product is: [Cl:12][C:13]1[CH:18]=[CH:17][C:16]([CH:19]([C:30]2[C:29]3[C:33](=[C:34]([CH2:36][S:37]([CH3:40])(=[O:38])=[O:39])[CH:35]=[C:27]([F:26])[CH:28]=3)[NH:32][CH:31]=2)[CH:20]2[CH2:22][CH:21]2[C:23]#[N:24])=[CH:15][CH:14]=1.